Task: Binary Classification. Given a T-cell receptor sequence (or CDR3 region) and an epitope sequence, predict whether binding occurs between them.. Dataset: TCR-epitope binding with 47,182 pairs between 192 epitopes and 23,139 TCRs (1) The epitope is ARMILMTHF. The TCR CDR3 sequence is CASSFLGGLDEQFF. Result: 1 (the TCR binds to the epitope). (2) The epitope is TPQDLNTML. The TCR CDR3 sequence is CASSQHEDRGGLEQFF. Result: 0 (the TCR does not bind to the epitope).